Dataset: Forward reaction prediction with 1.9M reactions from USPTO patents (1976-2016). Task: Predict the product of the given reaction. (1) Given the reactants [CH3:1][O:2][C:3](=[O:25])[C:4]([C:8]1[CH2:13][C:12]([CH3:14])=[C:11]([CH3:15])[CH2:10][C:9]=1[CH2:16][O:17][C:18]1[CH:23]=[CH:22][CH:21]=[CH:20][C:19]=1[CH3:24])=[N:5][O:6][CH3:7].C(C1C(=O)C(Cl)=C(Cl)C(=O)C=1C#N)#N, predict the reaction product. The product is: [CH3:1][O:2][C:3](=[O:25])[C:4]([C:8]1[CH:13]=[C:12]([CH3:14])[C:11]([CH3:15])=[CH:10][C:9]=1[CH2:16][O:17][C:18]1[CH:23]=[CH:22][CH:21]=[CH:20][C:19]=1[CH3:24])=[N:5][O:6][CH3:7]. (2) The product is: [CH3:25][O:26][C:27]1[CH:33]=[C:32]([C:2]2[N:3]=[C:4]([C@H:12]3[CH2:17][CH2:16][C@H:15]([N:18]4[CH2:23][CH2:22][N:21]([CH3:24])[CH2:20][CH2:19]4)[CH2:14][CH2:13]3)[N:5]3[CH:10]=[CH:9][N:8]=[C:7]([CH3:11])[C:6]=23)[CH:31]=[CH:30][C:28]=1[NH2:29]. Given the reactants Br[C:2]1[N:3]=[C:4]([C@H:12]2[CH2:17][CH2:16][C@H:15]([N:18]3[CH2:23][CH2:22][N:21]([CH3:24])[CH2:20][CH2:19]3)[CH2:14][CH2:13]2)[N:5]2[CH:10]=[CH:9][N:8]=[C:7]([CH3:11])[C:6]=12.[CH3:25][O:26][C:27]1[CH:33]=[C:32](B2OC(C)(C)C(C)(C)O2)[CH:31]=[CH:30][C:28]=1[NH2:29].C(=O)([O-])[O-].[K+].[K+].ClCCl, predict the reaction product.